Dataset: hERG Central: cardiac toxicity at 1µM, 10µM, and general inhibition. Task: Predict hERG channel inhibition at various concentrations. (1) The drug is CCN(CC)S(=O)(=O)c1ccc(C(=O)NCC2(N3CCOCC3)CCCCC2)cc1. Results: hERG_inhib (hERG inhibition (general)): blocker. (2) The compound is O=C(Cn1ncc2c3ccccc3n(Cc3ccccc3)c2c1=O)NCCN1CCOCC1. Results: hERG_inhib (hERG inhibition (general)): blocker. (3) The molecule is CN(C)CCCN(C(=O)C1CCCCC1)c1nc(CC(=O)Nc2ccc(Cl)cc2)cs1.Cl. Results: hERG_inhib (hERG inhibition (general)): blocker. (4) Results: hERG_inhib (hERG inhibition (general)): blocker. The drug is Cc1ccc(-n2c3c(cc(C(=O)NCc4ccco4)c2=O)C(=O)CCC3)cc1. (5) The drug is COc1ccc2nc(C)cc(NCc3ccc(F)cc3)c2c1. Results: hERG_inhib (hERG inhibition (general)): blocker. (6) The compound is CC(=O)c1cc(Cl)ccc1OCc1cccc(S(=O)(=O)N2CCOCC2)c1. Results: hERG_inhib (hERG inhibition (general)): blocker.